Dataset: Forward reaction prediction with 1.9M reactions from USPTO patents (1976-2016). Task: Predict the product of the given reaction. (1) Given the reactants C(OC([NH:8][C@@H:9]1[CH2:14][CH2:13][C@H:12]([N:15]2[C:20](=[O:21])[C:19]3[CH:22]=[C:23]([F:26])[CH:24]=[N:25][C:18]=3[N:17]([C:27]3[CH:28]=[C:29]([CH:33]=[CH:34][CH:35]=3)[C:30]([OH:32])=[O:31])[C:16]2=[O:36])[CH2:11][CH2:10]1)=O)(C)(C)C.Cl, predict the reaction product. The product is: [NH2:8][C@@H:9]1[CH2:14][CH2:13][C@H:12]([N:15]2[C:20](=[O:21])[C:19]3[CH:22]=[C:23]([F:26])[CH:24]=[N:25][C:18]=3[N:17]([C:27]3[CH:28]=[C:29]([CH:33]=[CH:34][CH:35]=3)[C:30]([OH:32])=[O:31])[C:16]2=[O:36])[CH2:11][CH2:10]1. (2) Given the reactants [C:1]([O:6][CH2:7]Cl)(=[O:5])[CH2:2][CH2:3][CH3:4].[Cl:9][C:10]1[CH:15]=[CH:14][C:13]([Cl:16])=[CH:12][C:11]=1[C:17]1[CH:22]=[CH:21][C:20]([CH2:23][N:24]([CH2:34][C@@H:35]([OH:39])[C:36]([OH:38])=[O:37])[NH:25][C:26]([C:28]2[N:29]=[N:30][N:31]([OH:33])[CH:32]=2)=[O:27])=[CH:19][CH:18]=1.CC(C)=O.CCN(CC)CC, predict the reaction product. The product is: [C:36]([C@H:35]([OH:39])[CH2:34][N:24]([CH2:23][C:20]1[CH:19]=[CH:18][C:17]([C:11]2[CH:12]=[C:13]([Cl:16])[CH:14]=[CH:15][C:10]=2[Cl:9])=[CH:22][CH:21]=1)[NH:25][C:26]([C:28]1[N:29]=[N:30][N:31]([O:33][CH2:7][O:6][C:1](=[O:5])[CH2:2][CH2:3][CH3:4])[CH:32]=1)=[O:27])([OH:38])=[O:37]. (3) Given the reactants [NH:1]1[CH2:6][CH2:5][CH:4]([C:7]([O:9][CH3:10])=[O:8])[CH:3]([C:11]([O:13][CH3:14])=[O:12])[CH2:2]1.[CH3:15][C:16]([O:19][C:20](O[C:20]([O:19][C:16]([CH3:18])([CH3:17])[CH3:15])=[O:21])=[O:21])([CH3:18])[CH3:17], predict the reaction product. The product is: [N:1]1([C:20]([O:19][C:16]([CH3:18])([CH3:17])[CH3:15])=[O:21])[CH2:6][CH2:5][CH:4]([C:7]([O:9][CH3:10])=[O:8])[CH:3]([C:11]([O:13][CH3:14])=[O:12])[CH2:2]1. (4) Given the reactants N1C=CC=NC=1.[Cl:7][C:8]1[CH:13]=[C:12]([Cl:14])[CH:11]=[CH:10][C:9]=1[C:15]1[C:20]([C:21]2[NH:22][CH:23]=[CH:24][N:25]=2)=[CH:19][N:18]=[C:17]([CH2:26][NH:27][CH2:28][CH2:29][NH:30]C(=O)C(F)(F)F)[N:16]=1.[OH-].[K+].O, predict the reaction product. The product is: [NH2:30][CH2:29][CH2:28][NH:27][CH2:26][C:17]1[N:16]=[C:15]([C:9]2[CH:10]=[CH:11][C:12]([Cl:14])=[CH:13][C:8]=2[Cl:7])[C:20]([C:21]2[NH:25][CH:24]=[CH:23][N:22]=2)=[CH:19][N:18]=1. (5) Given the reactants [CH3:1][C:2]1[S:6][C:5]2[NH:7][C:8]3[CH:9]=[CH:10][CH:11]=[CH:12][C:13]=3[N:14]=[C:15]([N:16]3[CH2:21][CH2:20][N:19]([CH3:22])[CH2:18][CH2:17]3)[C:4]=2[CH:3]=1.[C:23]([O:34][CH2:35][C@@H:36]([O:44][C:45](=[O:55])[CH2:46][CH2:47][CH2:48][CH2:49][CH2:50][CH2:51][CH2:52][CH2:53][CH3:54])[CH2:37][O:38][C:39]([O:41][CH2:42][I:43])=[O:40])(=[O:33])[CH2:24][CH2:25][CH2:26][CH2:27][CH2:28][CH2:29][CH2:30][CH2:31][CH3:32], predict the reaction product. The product is: [I-:43].[C:45]([O:44][C@@H:36]([CH2:35][O:34][C:23](=[O:33])[CH2:24][CH2:25][CH2:26][CH2:27][CH2:28][CH2:29][CH2:30][CH2:31][CH3:32])[CH2:37][O:38][C:39]([O:41][CH2:42][N+:19]1([CH3:22])[CH2:20][CH2:21][N:16]([C:15]2[C:4]3[CH:3]=[C:2]([CH3:1])[S:6][C:5]=3[NH:7][C:8]3[CH:9]=[CH:10][CH:11]=[CH:12][C:13]=3[N:14]=2)[CH2:17][CH2:18]1)=[O:40])(=[O:55])[CH2:46][CH2:47][CH2:48][CH2:49][CH2:50][CH2:51][CH2:52][CH2:53][CH3:54]. (6) Given the reactants C(N(CC)CC)C.Cl.ClC1C=C(C[C@H](N)CN(C)C)C=CC=1.[CH2:23]([O:25][C:26]([CH:28]1[CH2:32][CH2:31][S:30](=[O:34])(=[O:33])[N:29]1CC1C=CC=C(C=O)C=1)=[O:27])[CH3:24].C([BH3-])#N.[Na+], predict the reaction product. The product is: [CH2:23]([O:25][C:26]([CH:28]1[CH2:32][CH2:31][S:30](=[O:33])(=[O:34])[NH:29]1)=[O:27])[CH3:24]. (7) Given the reactants [C:1]([O:5][C:6]([NH:8][CH:9]([C:39]([CH3:42])([CH3:41])[CH3:40])[C:10]([N:12]1[CH2:16][CH:15]([O:17][C:18]2[C:27]3[C:22](=[CH:23][C:24]([O:28][CH3:29])=[CH:25][CH:26]=3)[N:21]=[C:20]([C:30]3[CH:35]=[CH:34][CH:33]=[CH:32][CH:31]=3)[CH:19]=2)[CH2:14][CH:13]1[C:36]([OH:38])=O)=[O:11])=[O:7])([CH3:4])([CH3:3])[CH3:2].CCN(C(C)C)C(C)C.CN(C(ON1N=NC2C=CC=CC1=2)=[N+](C)C)C.F[P-](F)(F)(F)(F)F.C1C=CC2N(O)N=NC=2C=1.O.Cl.[CH3:88][O:89][C:90]([C:92]1([NH2:96])[CH2:95][CH2:94][CH2:93]1)=[O:91], predict the reaction product. The product is: [CH3:88][O:89][C:90]([C:92]1([NH:96][C:36]([CH:13]2[CH2:14][CH:15]([O:17][C:18]3[C:27]4[C:22](=[CH:23][C:24]([O:28][CH3:29])=[CH:25][CH:26]=4)[N:21]=[C:20]([C:30]4[CH:35]=[CH:34][CH:33]=[CH:32][CH:31]=4)[CH:19]=3)[CH2:16][N:12]2[C:10](=[O:11])[CH:9]([NH:8][C:6]([O:5][C:1]([CH3:3])([CH3:2])[CH3:4])=[O:7])[C:39]([CH3:42])([CH3:41])[CH3:40])=[O:38])[CH2:95][CH2:94][CH2:93]1)=[O:91]. (8) Given the reactants [CH2:1]([N:4]1[C:9](=[O:10])[CH:8]=[C:7]([NH:11][C:12]2[CH:17]=[CH:16][C:15]([I:18])=[CH:14][C:13]=2[F:19])[C:6]([C:20]([O:22]CC)=[O:21])=[CH:5]1)[CH:2]=[CH2:3].[OH-].[Na+], predict the reaction product. The product is: [CH2:1]([N:4]1[C:9](=[O:10])[CH:8]=[C:7]([NH:11][C:12]2[CH:17]=[CH:16][C:15]([I:18])=[CH:14][C:13]=2[F:19])[C:6]([C:20]([OH:22])=[O:21])=[CH:5]1)[CH:2]=[CH2:3].